The task is: Predict the product of the given reaction.. This data is from Forward reaction prediction with 1.9M reactions from USPTO patents (1976-2016). (1) The product is: [CH3:2][C:3]([CH3:46])([CH3:45])[CH2:4][C:5]1[N:6]=[C:7]([CH2:29][C:30]([C:33]2[CH:38]=[CH:37][C:36]([C:39]3[CH:40]=[N:41][N:42]([CH3:44])[CH:43]=3)=[CH:35][CH:34]=2)([OH:32])[CH3:31])[NH:8][CH:9]=1. Given the reactants Cl.[CH3:2][C:3]([CH3:46])([CH3:45])[CH2:4][C:5]1[N:6]=[C:7]([CH2:29][C:30]([C:33]2[CH:38]=[CH:37][C:36]([C:39]3[CH:40]=[N:41][N:42]([CH3:44])[CH:43]=3)=[CH:35][CH:34]=2)([OH:32])[CH3:31])[N:8](C(C2C=CC=CC=2)(C2C=CC=CC=2)C2C=CC=CC=2)[CH:9]=1, predict the reaction product. (2) Given the reactants [CH3:1][C@@H:2]1[C:11]2[N:10]=[C:9]([N:12]3[CH2:17][CH2:16][O:15][CH2:14][C@H:13]3[CH3:18])[CH:8]=[CH:7][C:6]=2[CH2:5][N:4](C(OC(C)(C)C)=O)[CH2:3]1.C(OCC)(=O)C.[ClH:32], predict the reaction product. The product is: [ClH:32].[CH3:1][C@@H:2]1[C:11]2[N:10]=[C:9]([N:12]3[CH2:17][CH2:16][O:15][CH2:14][C@H:13]3[CH3:18])[CH:8]=[CH:7][C:6]=2[CH2:5][NH:4][CH2:3]1. (3) Given the reactants [CH2:1]([O:3][C:4]1[CH:19]=[CH:18][C:7]([CH2:8][CH:9]([C:14]([O:16][CH3:17])=[O:15])[C:10]([O:12][CH3:13])=[O:11])=[CH:6][C:5]=1[CH2:20][OH:21])[CH3:2].[C:22]1([N:28]=[C:29]=[O:30])[CH:27]=[CH:26][CH:25]=[CH:24][CH:23]=1, predict the reaction product. The product is: [NH:28]([C:29]([O:21][CH2:20][C:5]1[CH:6]=[C:7]([CH:18]=[CH:19][C:4]=1[O:3][CH2:1][CH3:2])[CH2:8][CH:9]([C:14]([O:16][CH3:17])=[O:15])[C:10]([O:12][CH3:13])=[O:11])=[O:30])[C:22]1[CH:27]=[CH:26][CH:25]=[CH:24][CH:23]=1. (4) Given the reactants [Br:1][C:2]1[CH:3]=[C:4]([C:16]([O:18]C)=[O:17])[C:5]2[C:6]([CH3:15])=[CH:7][N:8]([CH:11]([CH2:13][CH3:14])[CH3:12])[C:9]=2[CH:10]=1.[OH-].[Na+].CC(OC)(C)C, predict the reaction product. The product is: [Br:1][C:2]1[CH:3]=[C:4]([C:16]([OH:18])=[O:17])[C:5]2[C:6]([CH3:15])=[CH:7][N:8]([CH:11]([CH2:13][CH3:14])[CH3:12])[C:9]=2[CH:10]=1.